Dataset: Full USPTO retrosynthesis dataset with 1.9M reactions from patents (1976-2016). Task: Predict the reactants needed to synthesize the given product. (1) Given the product [F:1][C:2]1[CH:3]=[C:4]([CH:13]2[CH2:14][NH:15][CH2:16][CH:17]([C:18]([O:20][CH3:21])=[O:19])[CH2:22]2)[CH:5]=[CH:6][C:7]=1[CH2:8][C:9]([F:12])([F:10])[F:11], predict the reactants needed to synthesize it. The reactants are: [F:1][C:2]1[CH:3]=[C:4]([C:13]2[CH:14]=[N:15][CH:16]=[C:17]([CH:22]=2)[C:18]([O:20][CH3:21])=[O:19])[CH:5]=[CH:6][C:7]=1[CH2:8][C:9]([F:12])([F:11])[F:10].Cl. (2) Given the product [Cl:1][C:2]1[CH:3]=[C:4](/[CH:9]=[CH:10]/[C:11]([N:13]2[CH2:19][CH2:18][C:17](=[O:20])[N:16]([CH2:21][CH2:22][CH2:23][CH2:24][N:26]3[CH2:31][CH2:30][CH2:29][CH2:28][CH2:27]3)[CH2:15][CH2:14]2)=[O:12])[CH:5]=[CH:6][C:7]=1[Cl:8], predict the reactants needed to synthesize it. The reactants are: [Cl:1][C:2]1[CH:3]=[C:4](/[CH:9]=[CH:10]/[C:11]([N:13]2[CH2:19][CH2:18][C:17](=[O:20])[N:16]([CH2:21][CH2:22][CH2:23][CH2:24]I)[CH2:15][CH2:14]2)=[O:12])[CH:5]=[CH:6][C:7]=1[Cl:8].[NH:26]1[CH2:31][CH2:30][CH2:29][CH2:28][CH2:27]1.[I-].[Na+]. (3) Given the product [Cl:59][C:4]1[CH:3]=[C:2]([Cl:1])[CH:7]=[CH:6][C:5]=1[C:8]1[CH2:9][CH2:10][CH2:11][N:12]([C:14]([C:16]2[CH:21]=[CH:20][N:19]=[C:18]([N:22]([CH3:24])[CH3:23])[CH:17]=2)=[O:15])[CH:13]=1, predict the reactants needed to synthesize it. The reactants are: [Cl:1][C:2]1[CH:7]=[CH:6][C:5]([C:8]2[CH2:9][CH2:10][CH2:11][N:12]([C:14]([C:16]3[CH:21]=[CH:20][N:19]=[C:18]([N:22]([CH3:24])[CH3:23])[CH:17]=3)=[O:15])[CH:13]=2)=[CH:4][CH:3]=1.FC(F)(S(OC1CCCN(C(C2C=CN=C(N(C)C)C=2)=O)C=1)(=O)=O)C(F)(F)C(F)(F)C(F)(F)F.[Cl:59]C1C=C(Cl)C=CC=1B(O)O.